From a dataset of Full USPTO retrosynthesis dataset with 1.9M reactions from patents (1976-2016). Predict the reactants needed to synthesize the given product. (1) Given the product [Br:9][C:10]1[CH:22]=[CH:21][C:13]([C:14]([N:16]([CH2:17][CH3:18])[CH2:19][CH3:20])=[O:15])=[C:12]([CH2:23][C:27](=[O:29])[CH3:28])[CH:11]=1, predict the reactants needed to synthesize it. The reactants are: [Li+].CC([N-]C(C)C)C.[Br:9][C:10]1[CH:22]=[CH:21][C:13]([C:14]([N:16]([CH2:19][CH3:20])[CH2:17][CH3:18])=[O:15])=[C:12]([CH3:23])[CH:11]=1.CON(C)[C:27](=[O:29])[CH3:28]. (2) Given the product [C:1]([Si:5]([CH3:21])([CH3:20])[O:6][C@@H:7]1[CH2:8][CH2:9][C@H:10]([N:13]2[CH2:18][CH2:17][CH:16]([CH2:15][C:32]3[C:41]4[C:36](=[CH:37][CH:38]=[CH:39][CH:40]=4)[CH:35]=[C:34]([O:42][CH3:43])[CH:33]=3)[C:14]2=[O:19])[CH2:11][CH2:12]1)([CH3:2])([CH3:4])[CH3:3], predict the reactants needed to synthesize it. The reactants are: [C:1]([Si:5]([CH3:21])([CH3:20])[O:6][C@@H:7]1[CH2:12][CH2:11][C@H:10]([N:13]2[CH2:18][CH2:17][CH2:16][CH2:15][C:14]2=[O:19])[CH2:9][CH2:8]1)([CH3:4])([CH3:3])[CH3:2].[Li+].CC([N-]C(C)C)C.BrC[C:32]1[C:41]2[C:36](=[CH:37][CH:38]=[CH:39][CH:40]=2)[CH:35]=[C:34]([O:42][CH3:43])[CH:33]=1. (3) Given the product [N:16]1[C:17]2[C:8](=[O:18])[CH2:9][CH2:10][CH2:11][C:12]=2[CH:13]=[CH:14][CH:15]=1, predict the reactants needed to synthesize it. The reactants are: C(=[C:8]1[C:17]2[N:16]=[CH:15][CH:14]=[CH:13][C:12]=2[CH2:11][CH2:10][CH2:9]1)C1C=CC=CC=1.[O:18]=[O+][O-].CSC. (4) Given the product [CH:1]([O:3][C:4](=[O:18])[NH:5][C:6](=[O:17])/[C:7](/[C:15]#[N:16])=[CH:8]\[C:9]1[CH:14]=[CH:13][CH:12]=[CH:11][CH:10]=1)([CH3:19])[CH3:2], predict the reactants needed to synthesize it. The reactants are: [CH2:1]([O:3][C:4](=[O:18])[NH:5][C:6](=[O:17])/[C:7](/[C:15]#[N:16])=[CH:8]\[C:9]1[CH:14]=[CH:13][CH:12]=[CH:11][CH:10]=1)[CH3:2].[CH3:19]C(O)C. (5) Given the product [C:1]([C:5]1[N:10]=[CH:9][C:8]([C:11]2[N:12]([C:32]([N:49]3[CH2:48][CH2:47][N:46]([C:44]([N:38]4[CH2:39][CH2:40][O:41][CH2:42][CH2:43]4)=[O:45])[CH2:51][CH2:50]3)=[O:33])[C@@:13]([C:25]3[CH:26]=[CH:27][C:28]([Cl:31])=[CH:29][CH:30]=3)([CH3:24])[C@@:14]([C:17]3[CH:18]=[CH:19][C:20]([Cl:23])=[CH:21][CH:22]=3)([CH3:16])[N:15]=2)=[C:7]([O:35][CH2:36][CH3:37])[CH:6]=1)([CH3:2])([CH3:3])[CH3:4], predict the reactants needed to synthesize it. The reactants are: [C:1]([C:5]1[N:10]=[CH:9][C:8]([C:11]2[N:12]([C:32](Cl)=[O:33])[C:13]([C:25]3[CH:30]=[CH:29][C:28]([Cl:31])=[CH:27][CH:26]=3)([CH3:24])[C:14]([C:17]3[CH:22]=[CH:21][C:20]([Cl:23])=[CH:19][CH:18]=3)([CH3:16])[N:15]=2)=[C:7]([O:35][CH2:36][CH3:37])[CH:6]=1)([CH3:4])([CH3:3])[CH3:2].[N:38]1([C:44]([N:46]2[CH2:51][CH2:50][NH:49][CH2:48][CH2:47]2)=[O:45])[CH2:43][CH2:42][O:41][CH2:40][CH2:39]1. (6) Given the product [Cl:1][C:2]1[CH:3]=[C:4]([C@H:9]2[C:18]3[C:13](=[CH:14][CH:15]=[CH:16][CH:17]=3)/[C:12](=[N:21]\[OH:22])/[CH:11]([CH3:20])[CH2:10]2)[CH:5]=[CH:6][C:7]=1[Cl:8], predict the reactants needed to synthesize it. The reactants are: [Cl:1][C:2]1[CH:3]=[C:4]([C@H:9]2[C:18]3[C:13](=[CH:14][CH:15]=[CH:16][CH:17]=3)[C:12](=O)[CH:11]([CH3:20])[CH2:10]2)[CH:5]=[CH:6][C:7]=1[Cl:8].[NH2:21][OH:22].Cl.CCN(CC)CC.O. (7) The reactants are: [Br:1][C:2]1[CH:3]=[C:4]([CH:8]=[CH:9][C:10]=1O)[C:5]([OH:7])=[O:6].[C:12]([O-])([O-])=O.[Cs+].[Cs+].IC.CN([CH:23]=[O:24])C. Given the product [Br:1][C:2]1[CH:3]=[C:4]([CH:8]=[CH:9][C:10]=1[O:24][CH3:23])[C:5]([O:7][CH3:12])=[O:6], predict the reactants needed to synthesize it. (8) Given the product [CH2:1]([O:3][C:4]([C:6]1[C:7]([OH:23])=[C:8]2[C:15]([C:16]3[CH:21]=[CH:20][CH:19]=[CH:18][C:17]=3[F:22])=[N:14][S:13][C:9]2=[C:10]([C:34]2[CH:35]=[CH:36][C:31]([O:24][C:25]3[CH:30]=[CH:29][CH:28]=[CH:27][CH:26]=3)=[CH:32][CH:33]=2)[N:11]=1)=[O:5])[CH3:2], predict the reactants needed to synthesize it. The reactants are: [CH2:1]([O:3][C:4]([C:6]1[C:7]([OH:23])=[C:8]2[C:15]([C:16]3[CH:21]=[CH:20][CH:19]=[CH:18][C:17]=3[F:22])=[N:14][S:13][C:9]2=[C:10](Br)[N:11]=1)=[O:5])[CH3:2].[O:24]([C:31]1[CH:36]=[CH:35][C:34](B(O)O)=[CH:33][CH:32]=1)[C:25]1[CH:30]=[CH:29][CH:28]=[CH:27][CH:26]=1. (9) Given the product [Br:18][CH:19]([C:23]1[CH:28]=[CH:27][C:26]([Cl:29])=[CH:25][CH:24]=1)[C:20]([O:1][C@@H:2]([CH3:10])[C:3](=[O:4])[N:5]1[CH2:9][CH2:8][CH2:7][CH2:6]1)=[O:21], predict the reactants needed to synthesize it. The reactants are: [OH:1][C@@H:2]([CH3:10])[C:3]([N:5]1[CH2:9][CH2:8][CH2:7][CH2:6]1)=[O:4].C(N(CC)CC)C.[Br:18][CH:19]([C:23]1[CH:28]=[CH:27][C:26]([Cl:29])=[CH:25][CH:24]=1)[C:20](Cl)=[O:21]. (10) Given the product [Cl:23][CH2:22][CH2:21][CH2:20][N:13]1[CH2:12][CH2:11][C:10]2[CH:16]=[CH:17][C:7]([C:6]3[N:2]([CH3:1])[N:3]=[C:4]([CH3:18])[CH:5]=3)=[CH:8][C:9]=2[CH2:15][CH2:14]1, predict the reactants needed to synthesize it. The reactants are: [CH3:1][N:2]1[C:6]([C:7]2[CH:17]=[CH:16][C:10]3[CH2:11][CH2:12][NH:13][CH2:14][CH2:15][C:9]=3[CH:8]=2)=[CH:5][C:4]([CH3:18])=[N:3]1.Br[CH2:20][CH2:21][CH2:22][Cl:23].